From a dataset of Reaction yield outcomes from USPTO patents with 853,638 reactions. Predict the reaction yield, written as a fraction of the theoretical maximum amount of product (1.0 means a 100% yield; for example, 0.34 means a 34% yield). (1) The reactants are [NH2:1][CH2:2][CH:3]([N:14]1[CH2:19][CH2:18][N:17]([C:20]2[N:25]=[CH:24][N:23]=[C:22]([NH2:26])[C:21]=2Br)[CH2:16][CH2:15]1)[C:4]1[CH:9]=[CH:8][C:7]([C:10]([F:13])([F:12])[F:11])=[CH:6][CH:5]=1.[F:28][C:29]1[CH:34]=[CH:33][C:32](B(O)O)=[CH:31][CH:30]=1.C1(P(C2CCCCC2)C2C=CC=CC=2C2C(OC)=CC=CC=2OC)CCCCC1.C(=O)([O-])[O-].[Cs+].[Cs+]. The catalyst is O1CCOCC1.O.C([O-])(=O)C.[Pd+2].C([O-])(=O)C. The product is [NH2:1][CH2:2][CH:3]([N:14]1[CH2:19][CH2:18][N:17]([C:20]2[N:25]=[CH:24][N:23]=[C:22]([NH2:26])[C:21]=2[C:32]2[CH:33]=[CH:34][C:29]([F:28])=[CH:30][CH:31]=2)[CH2:16][CH2:15]1)[C:4]1[CH:9]=[CH:8][C:7]([C:10]([F:13])([F:12])[F:11])=[CH:6][CH:5]=1. The yield is 0.750. (2) The reactants are Cl.[NH2:2][C@H:3]1[CH2:8][CH2:7][C@H:6]([N:9]([CH2:33][CH3:34])[C:10]2[C:25]3[CH2:24][CH:23]=[CH:22][CH2:21][CH2:20][C:19]4[CH:26]=[C:27]([CH3:31])[NH:28][C:29](=[O:30])[C:18]=4[CH2:17][NH:16][C:15](=[O:32])[C:14]=3[CH:13]=[CH:12][CH:11]=2)[CH2:5][CH2:4]1.[CH3:35][C:36](O)=O.[CH:39](=O)[CH3:40].[BH3-]C#N.[Na+]. The catalyst is CO. The product is [CH2:39]([N:2]([CH2:35][CH3:36])[C@H:3]1[CH2:8][CH2:7][C@H:6]([N:9]([CH2:33][CH3:34])[C:10]2[C:25]3[CH2:24][CH:23]=[CH:22][CH2:21][CH2:20][C:19]4[CH:26]=[C:27]([CH3:31])[NH:28][C:29](=[O:30])[C:18]=4[CH2:17][NH:16][C:15](=[O:32])[C:14]=3[CH:13]=[CH:12][CH:11]=2)[CH2:5][CH2:4]1)[CH3:40]. The yield is 0.274. (3) The reactants are FC(F)(F)C(O)=O.C([O:12][C:13](=[O:40])[CH2:14][CH2:15][C:16]1[CH:21]=[CH:20][C:19]([C:22]([N:24]2[CH2:33][C:32]3[CH:31]=[N:30][N:29]([CH3:34])[C:28]=3[NH:27][C:26]3[CH:35]=[CH:36][CH:37]=[CH:38][C:25]2=3)=[O:23])=[CH:18][C:17]=1[CH3:39])(C)(C)C. The yield is 0.900. The catalyst is ClCCl. The product is [CH3:39][C:17]1[CH:18]=[C:19]([C:22]([N:24]2[CH2:33][C:32]3[CH:31]=[N:30][N:29]([CH3:34])[C:28]=3[NH:27][C:26]3[CH:35]=[CH:36][CH:37]=[CH:38][C:25]2=3)=[O:23])[CH:20]=[CH:21][C:16]=1[CH2:15][CH2:14][C:13]([OH:40])=[O:12].